Task: Predict the reactants needed to synthesize the given product.. Dataset: Full USPTO retrosynthesis dataset with 1.9M reactions from patents (1976-2016) (1) Given the product [O:15]=[C:13]1[CH2:12][CH2:11][CH2:10][C:9]2[NH:8][N:7]=[C:6]([C:4]([OH:5])=[O:3])[C:14]1=2, predict the reactants needed to synthesize it. The reactants are: C([O:3][C:4]([C:6]1[C:14]2[C:13](=[O:15])[CH2:12][CH2:11][CH2:10][C:9]=2[NH:8][N:7]=1)=[O:5])C.[OH-].[Na+]. (2) The reactants are: [Cl:1][C:2]1[S:6][C:5](/[CH:7]=[CH:8]/[S:9]([NH:12][C@H:13]2[CH2:17][CH2:16][N:15]([C:18]3[CH:19]=[CH:20][C:21]4[CH2:27][N:26]([C:28]([O:30][C:31]([CH3:34])([CH3:33])[CH3:32])=[O:29])[CH2:25][CH2:24][CH2:23][C:22]=4[CH:35]=3)[C:14]2=[O:36])(=[O:11])=[O:10])=[CH:4][CH:3]=1.C(=O)([O-])[O-].[K+].[K+].Br[CH2:44][C:45]([O:47][C:48]([CH3:51])([CH3:50])[CH3:49])=[O:46].[Cl-].[NH4+]. Given the product [Cl:1][C:2]1[S:6][C:5](/[CH:7]=[CH:8]/[S:9]([N:12]([CH2:44][C:45]([O:47][C:48]([CH3:51])([CH3:50])[CH3:49])=[O:46])[C@H:13]2[CH2:17][CH2:16][N:15]([C:18]3[CH:19]=[CH:20][C:21]4[CH2:27][N:26]([C:28]([O:30][C:31]([CH3:32])([CH3:33])[CH3:34])=[O:29])[CH2:25][CH2:24][CH2:23][C:22]=4[CH:35]=3)[C:14]2=[O:36])(=[O:10])=[O:11])=[CH:4][CH:3]=1, predict the reactants needed to synthesize it. (3) Given the product [OH:17][C:15]1[C:16]2[C:8]([C:5]3[CH:6]=[CH:7][C:2]([C:23]4[CH:24]=[CH:25][S:21][CH:22]=4)=[CH:3][CH:4]=3)=[CH:9][S:10][C:11]=2[NH:12][C:13](=[O:20])[C:14]=1[C:18]#[N:19], predict the reactants needed to synthesize it. The reactants are: Br[C:2]1[CH:7]=[CH:6][C:5]([C:8]2[C:16]3[C:15]([OH:17])=[C:14]([C:18]#[N:19])[C:13](=[O:20])[NH:12][C:11]=3[S:10][CH:9]=2)=[CH:4][CH:3]=1.[S:21]1[CH:25]=[CH:24][C:23](B(O)O)=[CH:22]1.OC1C=CC(B(O)O)=CC=1. (4) Given the product [O:11]=[C:6]1[C:7]2[CH:8]=[CH:9][CH:10]=[C:2]([C:12]#[N:13])[C:3]=2[CH2:4][CH2:5]1, predict the reactants needed to synthesize it. The reactants are: Br[C:2]1[CH:10]=[CH:9][CH:8]=[C:7]2[C:3]=1[CH2:4][CH2:5][C:6]2=[O:11].[C:12]([Cu])#[N:13]. (5) The reactants are: [Cl:1][C:2]1[CH:3]=[C:4]([S:9]([NH:12][C:13]2[C:18]([O:19]C)=[N:17][C:16]([S:21]([CH3:24])(=[O:23])=[O:22])=[CH:15][N:14]=2)(=[O:11])=[O:10])[CH:5]=[C:6]([Cl:8])[CH:7]=1.B(Br)(Br)Br. Given the product [Cl:1][C:2]1[CH:3]=[C:4]([S:9]([NH:12][C:13]2[C:18]([OH:19])=[N:17][C:16]([S:21]([CH3:24])(=[O:23])=[O:22])=[CH:15][N:14]=2)(=[O:11])=[O:10])[CH:5]=[C:6]([Cl:8])[CH:7]=1, predict the reactants needed to synthesize it. (6) Given the product [Cl:1][C:2]1[CH:3]=[C:4]([C:18]([NH:20][C@H:21]([C:23]2[CH:32]=[CH:31][C:26]([C:27]([O:29][CH3:30])=[O:28])=[CH:25][CH:24]=2)[CH3:22])=[O:19])[C:5]([N:8]([CH2:9][C:35]2[CH:39]=[CH:40][CH:41]=[CH:42][C:34]=2[Cl:33])[CH3:17])=[N:6][CH:7]=1, predict the reactants needed to synthesize it. The reactants are: [Cl:1][C:2]1[CH:3]=[C:4]([C:18]([NH:20][C@H:21]([C:23]2[CH:32]=[CH:31][C:26]([C:27]([O:29][CH3:30])=[O:28])=[CH:25][CH:24]=2)[CH3:22])=[O:19])[C:5]([N:8]([CH3:17])[CH2:9]CC2C=CC=CC=2)=[N:6][CH:7]=1.[Cl:33][C:34]1[CH:42]=[CH:41][CH:40]=[CH:39][C:35]=1CCN.